From a dataset of Reaction yield outcomes from USPTO patents with 853,638 reactions. Predict the reaction yield, written as a fraction of the theoretical maximum amount of product (1.0 means a 100% yield; for example, 0.34 means a 34% yield). (1) The reactants are [Li][CH2:2][CH2:3][CH2:4][CH3:5].[Br-].C(P(C1C=CC=CC=1)(C1C=CC=CC=1)C1C=CC=CC=1)CC.[CH3:29][O:30][C:31]1[CH:32]=[C:33]([CH:36]=[C:37]([N+:39]([O-:41])=[O:40])[CH:38]=1)C=O. The catalyst is C1COCC1. The product is [CH:2](/[C:33]1[CH:36]=[C:37]([N+:39]([O-:41])=[O:40])[CH:38]=[C:31]([O:30][CH3:29])[CH:32]=1)=[CH:3]\[CH2:4][CH3:5]. The yield is 0.530. (2) The yield is 0.990. The reactants are [CH3:1][CH:2]([C:8]([O:10][CH2:11][CH3:12])=[O:9])[C:3]([O:5][CH2:6][CH3:7])=[O:4].[H-].[Na+].[Br:15][C:16]1[CH:21]=[C:20]([N+:22]([O-:24])=[O:23])[CH:19]=[CH:18][C:17]=1F. The catalyst is CN(C=O)C. The product is [Br:15][C:16]1[CH:21]=[C:20]([N+:22]([O-:24])=[O:23])[CH:19]=[CH:18][C:17]=1[C:2]([CH3:1])([C:3]([O:5][CH2:6][CH3:7])=[O:4])[C:8]([O:10][CH2:11][CH3:12])=[O:9]. (3) The reactants are [Cl:1][C:2]1[C:7]([C:8]([F:11])([F:10])[F:9])=[CH:6][CH:5]=[C:4]([O:12][C:13]2[CH:18]=[CH:17][CH:16]=[C:15]([CH:19]=[C:20]3[CH2:29][CH2:28][C:23]4(OCC[O:24]4)[CH2:22][CH2:21]3)[CH:14]=2)[N:3]=1.Cl. The catalyst is CC(C)=O. The product is [Cl:1][C:2]1[N:3]=[C:4]([O:12][C:13]2[CH:14]=[C:15]([CH:19]=[C:20]3[CH2:21][CH2:22][C:23](=[O:24])[CH2:28][CH2:29]3)[CH:16]=[CH:17][CH:18]=2)[CH:5]=[CH:6][C:7]=1[C:8]([F:11])([F:9])[F:10]. The yield is 0.710. (4) The yield is 0.770. The reactants are [C:1]([O:4][C:5]1[CH:6]=[C:7]2[C:12](=[CH:13][C:14]=1[O:15][CH3:16])[N:11]=[C:10]([C:17]1[CH:22]=[CH:21][CH:20]=[C:19]([C:23]3[CH:28]=[CH:27][CH:26]=[CH:25][CH:24]=3)[CH:18]=1)[N:9]=[C:8]2Cl)(=[O:3])[CH3:2].[NH2:30][C:31]1[CH:32]=[C:33]2[C:37](=[CH:38][CH:39]=1)[N:36]([C:40]([O:42][C:43]([CH3:46])([CH3:45])[CH3:44])=[O:41])[N:35]=[CH:34]2. The product is [C:1]([O:4][C:5]1[CH:6]=[C:7]2[C:12](=[CH:13][C:14]=1[O:15][CH3:16])[N:11]=[C:10]([C:17]1[CH:22]=[CH:21][CH:20]=[C:19]([C:23]3[CH:28]=[CH:27][CH:26]=[CH:25][CH:24]=3)[CH:18]=1)[N:9]=[C:8]2[NH:30][C:31]1[CH:32]=[C:33]2[C:37](=[CH:38][CH:39]=1)[N:36]([C:40]([O:42][C:43]([CH3:46])([CH3:45])[CH3:44])=[O:41])[N:35]=[CH:34]2)(=[O:3])[CH3:2]. The catalyst is C(O)(C)C. (5) The reactants are [NH2:1][C:2]1[C:3]([O:13][CH3:14])=[CH:4][C:5]([Cl:12])=[C:6]([CH:11]=1)[C:7]([O:9][CH3:10])=[O:8].CCN(CC)CC.[C:22](Cl)(=[O:24])[CH3:23]. The catalyst is C(Cl)Cl. The product is [C:22]([NH:1][C:2]1[C:3]([O:13][CH3:14])=[CH:4][C:5]([Cl:12])=[C:6]([CH:11]=1)[C:7]([O:9][CH3:10])=[O:8])(=[O:24])[CH3:23]. The yield is 0.630. (6) The reactants are [CH2:1]([O:3][C:4]1[CH:13]=[C:12]([CH:14]=O)[CH:11]=[C:10]([OH:16])[C:5]=1[C:6]([O:8]C)=[O:7])[CH3:2].[C:17]1([C:23](=O)[CH2:24][C:25]2[CH:30]=[CH:29][CH:28]=[CH:27][CH:26]=2)[CH:22]=[CH:21][CH:20]=[CH:19][CH:18]=1.[NH2:32][C:33]([NH2:35])=[O:34].Cl. The catalyst is CCO. The product is [CH2:1]([O:3][C:4]1[CH:13]=[C:12]([CH:14]2[C:24]([C:25]3[CH:30]=[CH:29][CH:28]=[CH:27][CH:26]=3)=[C:23]([C:17]3[CH:22]=[CH:21][CH:20]=[CH:19][CH:18]=3)[NH:35][C:33](=[O:34])[NH:32]2)[CH:11]=[C:10]([OH:16])[C:5]=1[C:6]([OH:8])=[O:7])[CH3:2]. The yield is 0.130. (7) The reactants are C1(C)C=CC=CC=1.[CH2:8]([CH:11]1[O:16][C:15](=[O:17])[CH:14]([C:18]2[CH:23]=[CH:22][C:21]([C:24]3[CH:29]=[CH:28][C:27]([CH:30]4[CH2:35][CH2:34][CH:33]([CH2:36][CH2:37][CH2:38][CH2:39][CH3:40])[O:32][CH2:31]4)=[C:26]([F:41])[C:25]=3[F:42])=[C:20]([F:43])[C:19]=2[F:44])[CH2:13][CH2:12]1)[CH2:9][CH3:10].[H-].C([Al+]CC(C)C)C(C)C.C1(C)C=CC=CC=1. The catalyst is C(O)=O. The product is [CH2:8]([CH:11]1[O:16][CH:15]([OH:17])[CH:14]([C:18]2[CH:23]=[CH:22][C:21]([C:24]3[CH:29]=[CH:28][C:27]([CH:30]4[CH2:35][CH2:34][CH:33]([CH2:36][CH2:37][CH2:38][CH2:39][CH3:40])[O:32][CH2:31]4)=[C:26]([F:41])[C:25]=3[F:42])=[C:20]([F:43])[C:19]=2[F:44])[CH2:13][CH2:12]1)[CH2:9][CH3:10]. The yield is 0.980. (8) The reactants are [CH2:1]([O:3][C:4]1[N:8]([C:9]2[CH:14]=[CH:13][C:12]([C:15]([NH:17][CH2:18][CH3:19])=[O:16])=[CH:11][CH:10]=2)[N:7]=[N:6][C:5]=1[C:20]([O:22]C)=O)[CH3:2].[OH-].[Na+].[CH:26]1([NH2:29])[CH2:28][CH2:27]1.C1C=CC2N(O)N=NC=2C=1.CCN=C=NCCCN(C)C. The catalyst is CO. The product is [CH:26]1([NH:29][C:20]([C:5]2[N:6]=[N:7][N:8]([C:9]3[CH:10]=[CH:11][C:12]([C:15]([NH:17][CH2:18][CH3:19])=[O:16])=[CH:13][CH:14]=3)[C:4]=2[O:3][CH2:1][CH3:2])=[O:22])[CH2:28][CH2:27]1. The yield is 0.820. (9) The reactants are [C:1]1([S:7]([C:10]2[CH:11]=[C:12]3[C:17](=[CH:18][CH:19]=2)[CH:16]([CH2:20][CH2:21]OS(C)(=O)=O)[CH2:15][CH2:14][CH2:13]3)(=[O:9])=[O:8])[CH:6]=[CH:5][CH:4]=[CH:3][CH:2]=1.[I-].[K+].[N-:29]=[N+]=[N-].[Na+].[H-].[Al+3].[Li+].[H-].[H-].[H-].C1COCC1.[ClH:44]. The catalyst is CN(C=O)C.CO.CCOCC.O. The product is [ClH:44].[C:1]1([S:7]([C:10]2[CH:11]=[C:12]3[C:17](=[CH:18][CH:19]=2)[CH:16]([CH2:20][CH2:21][NH2:29])[CH2:15][CH2:14][CH2:13]3)(=[O:9])=[O:8])[CH:6]=[CH:5][CH:4]=[CH:3][CH:2]=1. The yield is 0.170.